This data is from Full USPTO retrosynthesis dataset with 1.9M reactions from patents (1976-2016). The task is: Predict the reactants needed to synthesize the given product. (1) Given the product [CH:1]1([CH2:7][C:9]2[N:13]([CH3:14])[C:12]([S:15]([NH2:18])(=[O:17])=[O:16])=[CH:11][CH:10]=2)[CH2:2][CH2:3][CH2:4][CH2:5][CH2:6]1, predict the reactants needed to synthesize it. The reactants are: [CH:1]1([C:7]([C:9]2[N:13]([CH3:14])[C:12]([S:15]([NH2:18])(=[O:17])=[O:16])=[CH:11][CH:10]=2)=O)[CH2:6][CH2:5][CH2:4][CH2:3][CH2:2]1.NN.O.[OH-].[K+]. (2) Given the product [CH3:18][O:19][C:20]1[CH:27]=[CH:26][C:23]([CH2:24][NH:25][C:12]([C:10]2[CH:9]=[CH:8][C:7]3[N:2]([CH3:1])[C:3](=[O:17])[NH:4][S:5](=[O:16])(=[O:15])[C:6]=3[CH:11]=2)=[O:14])=[CH:22][CH:21]=1, predict the reactants needed to synthesize it. The reactants are: [CH3:1][N:2]1[C:7]2[CH:8]=[CH:9][C:10]([C:12]([OH:14])=O)=[CH:11][C:6]=2[S:5](=[O:16])(=[O:15])[NH:4][C:3]1=[O:17].[CH3:18][O:19][C:20]1[CH:27]=[CH:26][C:23]([CH2:24][NH2:25])=[CH:22][CH:21]=1.ON1C2C=CC=CC=2N=N1.Cl.CN(C)CCCN=C=NCC. (3) Given the product [Cl:1][C:2]1[CH:3]=[C:4]([CH2:30][N:33]([CH3:34])[CH3:32])[C:5]2[C:6]([CH:29]=1)=[N:7][N:8]([CH2:10][C:11]([NH:15][C:16](=[O:28])[C:17]1[CH:22]=[CH:21][C:20]([O:23][C:24]([F:25])([F:26])[F:27])=[CH:19][CH:18]=1)([C:13]#[N:14])[CH3:12])[N:9]=2, predict the reactants needed to synthesize it. The reactants are: [Cl:1][C:2]1[CH:3]=[C:4]([CH:30]=O)[C:5]2[C:6]([CH:29]=1)=[N:7][N:8]([CH2:10][C:11]([NH:15][C:16](=[O:28])[C:17]1[CH:22]=[CH:21][C:20]([O:23][C:24]([F:27])([F:26])[F:25])=[CH:19][CH:18]=1)([C:13]#[N:14])[CH3:12])[N:9]=2.[CH3:32][NH:33][CH3:34].[B][B][B][B][B][B][B][B][B][B].